Dataset: Reaction yield outcomes from USPTO patents with 853,638 reactions. Task: Predict the reaction yield, written as a fraction of the theoretical maximum amount of product (1.0 means a 100% yield; for example, 0.34 means a 34% yield). (1) The reactants are [Li]CCCC.[Si:6]([O:13][CH2:14][CH2:15][O:16][CH2:17][C:18]1[S:19][CH:20]=[CH:21][N:22]=1)([C:9]([CH3:12])([CH3:11])[CH3:10])([CH3:8])[CH3:7].[CH3:23][O:24][C:25]([C:27]1[CH:28]2[N:43]([C:44]([O:46][C:47]([CH3:50])([CH3:49])[CH3:48])=[O:45])[CH:32]([CH2:33][C:34]=1OS(C(F)(F)F)(=O)=O)[CH2:31][N:30]([C:51]([O:53][C:54]([CH3:57])([CH3:56])[CH3:55])=[O:52])[CH2:29]2)=[O:26]. The catalyst is C1COCC1.[Cl-].[Cl-].[Zn+2].C1C=CC([P]([Pd]([P](C2C=CC=CC=2)(C2C=CC=CC=2)C2C=CC=CC=2)([P](C2C=CC=CC=2)(C2C=CC=CC=2)C2C=CC=CC=2)[P](C2C=CC=CC=2)(C2C=CC=CC=2)C2C=CC=CC=2)(C2C=CC=CC=2)C2C=CC=CC=2)=CC=1. The product is [CH3:23][O:24][C:25]([C:27]1[CH:28]2[N:43]([C:44]([O:46][C:47]([CH3:50])([CH3:48])[CH3:49])=[O:45])[CH:32]([CH2:33][C:34]=1[C:20]1[S:19][C:18]([CH2:17][O:16][CH2:15][CH2:14][O:13][Si:6]([C:9]([CH3:12])([CH3:10])[CH3:11])([CH3:7])[CH3:8])=[N:22][CH:21]=1)[CH2:31][N:30]([C:51]([O:53][C:54]([CH3:57])([CH3:56])[CH3:55])=[O:52])[CH2:29]2)=[O:26]. The yield is 0.650. (2) The reactants are [C:1]([OH:6])(=[O:5])[C:2]([OH:4])=[O:3].[CH2:7]([O:14][NH:15][C@H:16]1[CH2:21][NH:20][C@H:19]([C:22]([O:24][CH2:25][C:26]2C=CC=CC=2)=[O:23])[CH2:18][CH2:17]1)[C:8]1[CH:13]=[CH:12][CH:11]=[CH:10][CH:9]=1.[O-]CC.[Na+].C(O)(=O)C.O.O.C(O)(=O)C(O)=O. The catalyst is C(O)C.CC(C)=O. The product is [C:1]([OH:6])(=[O:5])[C:2]([OH:4])=[O:3].[CH2:7]([O:14][NH:15][C@H:16]1[CH2:21][NH:20][C@H:19]([C:22]([O:24][CH2:25][CH3:26])=[O:23])[CH2:18][CH2:17]1)[C:8]1[CH:9]=[CH:10][CH:11]=[CH:12][CH:13]=1. The yield is 0.940.